From a dataset of NCI-60 drug combinations with 297,098 pairs across 59 cell lines. Regression. Given two drug SMILES strings and cell line genomic features, predict the synergy score measuring deviation from expected non-interaction effect. (1) Drug 1: CNC(=O)C1=NC=CC(=C1)OC2=CC=C(C=C2)NC(=O)NC3=CC(=C(C=C3)Cl)C(F)(F)F. Drug 2: C1C(C(OC1N2C=NC3=C2NC=NCC3O)CO)O. Cell line: SF-295. Synergy scores: CSS=12.5, Synergy_ZIP=-4.29, Synergy_Bliss=0.122, Synergy_Loewe=2.99, Synergy_HSA=3.02. (2) Drug 1: C1CCN(CC1)CCOC2=CC=C(C=C2)C(=O)C3=C(SC4=C3C=CC(=C4)O)C5=CC=C(C=C5)O. Drug 2: COC1=CC(=CC(=C1O)OC)C2C3C(COC3=O)C(C4=CC5=C(C=C24)OCO5)OC6C(C(C7C(O6)COC(O7)C8=CC=CS8)O)O. Cell line: NCI-H322M. Synergy scores: CSS=2.49, Synergy_ZIP=-0.412, Synergy_Bliss=0.224, Synergy_Loewe=-1.74, Synergy_HSA=-1.82. (3) Drug 1: CC1=C2C(C(=O)C3(C(CC4C(C3C(C(C2(C)C)(CC1OC(=O)C(C(C5=CC=CC=C5)NC(=O)OC(C)(C)C)O)O)OC(=O)C6=CC=CC=C6)(CO4)OC(=O)C)OC)C)OC. Drug 2: CS(=O)(=O)C1=CC(=C(C=C1)C(=O)NC2=CC(=C(C=C2)Cl)C3=CC=CC=N3)Cl. Cell line: MDA-MB-231. Synergy scores: CSS=39.5, Synergy_ZIP=0.876, Synergy_Bliss=1.69, Synergy_Loewe=-7.34, Synergy_HSA=3.00. (4) Drug 1: C1=CC(=CC=C1CC(C(=O)O)N)N(CCCl)CCCl.Cl. Drug 2: C1=CC=C(C(=C1)C(C2=CC=C(C=C2)Cl)C(Cl)Cl)Cl. Cell line: NCI-H226. Synergy scores: CSS=-1.25, Synergy_ZIP=2.70, Synergy_Bliss=-1.99, Synergy_Loewe=-9.82, Synergy_HSA=-3.39. (5) Drug 1: CCC1=CC2CC(C3=C(CN(C2)C1)C4=CC=CC=C4N3)(C5=C(C=C6C(=C5)C78CCN9C7C(C=CC9)(C(C(C8N6C)(C(=O)OC)O)OC(=O)C)CC)OC)C(=O)OC.C(C(C(=O)O)O)(C(=O)O)O. Drug 2: C(CCl)NC(=O)N(CCCl)N=O. Cell line: OVCAR-5. Synergy scores: CSS=45.0, Synergy_ZIP=0.955, Synergy_Bliss=2.76, Synergy_Loewe=-51.4, Synergy_HSA=1.45. (6) Drug 1: C1=CC(=C2C(=C1NCCNCCO)C(=O)C3=C(C=CC(=C3C2=O)O)O)NCCNCCO. Drug 2: N.N.Cl[Pt+2]Cl. Cell line: HCC-2998. Synergy scores: CSS=8.33, Synergy_ZIP=-7.22, Synergy_Bliss=-12.1, Synergy_Loewe=-33.6, Synergy_HSA=-11.8. (7) Drug 1: C1CN1C2=NC(=NC(=N2)N3CC3)N4CC4. Drug 2: CC1=C(N=C(N=C1N)C(CC(=O)N)NCC(C(=O)N)N)C(=O)NC(C(C2=CN=CN2)OC3C(C(C(C(O3)CO)O)O)OC4C(C(C(C(O4)CO)O)OC(=O)N)O)C(=O)NC(C)C(C(C)C(=O)NC(C(C)O)C(=O)NCCC5=NC(=CS5)C6=NC(=CS6)C(=O)NCCC[S+](C)C)O. Cell line: NCI-H226. Synergy scores: CSS=-7.40, Synergy_ZIP=4.98, Synergy_Bliss=3.72, Synergy_Loewe=-3.93, Synergy_HSA=-3.74. (8) Cell line: COLO 205. Drug 2: CN1C(=O)N2C=NC(=C2N=N1)C(=O)N. Synergy scores: CSS=42.7, Synergy_ZIP=8.87, Synergy_Bliss=9.16, Synergy_Loewe=-6.01, Synergy_HSA=5.63. Drug 1: C1=C(C(=O)NC(=O)N1)N(CCCl)CCCl.